From a dataset of Catalyst prediction with 721,799 reactions and 888 catalyst types from USPTO. Predict which catalyst facilitates the given reaction. Reactant: [Li]C(C)(C)C.Br[C:7]1[CH:12]=[CH:11][CH:10]=[C:9]([O:13][CH3:14])[CH:8]=1.[CH3:15][N:16]([CH2:18][CH:19]1[C:25](=[O:26])[CH2:24][CH:23]2[CH2:27][CH:20]1[CH2:21][CH2:22]2)[CH3:17]. Product: [CH3:17][N:16]([CH2:18][CH:19]1[C:25]([C:7]2[CH:12]=[CH:11][CH:10]=[C:9]([O:13][CH3:14])[CH:8]=2)([OH:26])[CH2:24][CH:23]2[CH2:27][CH:20]1[CH2:21][CH2:22]2)[CH3:15]. The catalyst class is: 323.